This data is from hERG potassium channel inhibition data for cardiac toxicity prediction from Karim et al.. The task is: Regression/Classification. Given a drug SMILES string, predict its toxicity properties. Task type varies by dataset: regression for continuous values (e.g., LD50, hERG inhibition percentage) or binary classification for toxic/non-toxic outcomes (e.g., AMES mutagenicity, cardiotoxicity, hepatotoxicity). Dataset: herg_karim. (1) The drug is O=C(O)CSc1nnc(Br)n1-c1ccc(C2CC2)c2ccccc12. The result is 0 (non-blocker). (2) The molecule is CC(=O)N1CCN(c2cc(Nc3ncc(C#N)s3)ncn2)CC1. The result is 1 (blocker). (3) The compound is CCOC(=O)Nc1cccc([C@@H](c2ccc(C(=O)N(C)CC)cc2)N2CCN(Cc3cnc(C)[nH]3)CC2)c1. The result is 0 (non-blocker). (4) The molecule is COc1cc(CNCC2CCN(CCCCCC(c3ccc(F)cc3)c3ccc(F)cc3)C2)cc(OC)c1OC. The result is 1 (blocker). (5) The compound is CC(C)(C)n1nnc2c1CCC(n1cnc(-c3ccc(F)cc3)n1)C2. The result is 1 (blocker). (6) The result is 1 (blocker). The compound is CCOC(=O)C1=C(CN2CCOCC2)NC(n2cncn2)=NC1c1ccc(F)cc1Br.